Dataset: NCI-60 drug combinations with 297,098 pairs across 59 cell lines. Task: Regression. Given two drug SMILES strings and cell line genomic features, predict the synergy score measuring deviation from expected non-interaction effect. (1) Drug 1: CCN(CC)CCNC(=O)C1=C(NC(=C1C)C=C2C3=C(C=CC(=C3)F)NC2=O)C. Drug 2: CC12CCC3C(C1CCC2O)C(CC4=C3C=CC(=C4)O)CCCCCCCCCS(=O)CCCC(C(F)(F)F)(F)F. Cell line: BT-549. Synergy scores: CSS=0.931, Synergy_ZIP=0.785, Synergy_Bliss=3.89, Synergy_Loewe=2.36, Synergy_HSA=2.17. (2) Cell line: UACC62. Drug 1: C1=NC2=C(N=C(N=C2N1C3C(C(C(O3)CO)O)F)Cl)N. Drug 2: CC1CCC2CC(C(=CC=CC=CC(CC(C(=O)C(C(C(=CC(C(=O)CC(OC(=O)C3CCCCN3C(=O)C(=O)C1(O2)O)C(C)CC4CCC(C(C4)OC)O)C)C)O)OC)C)C)C)OC. Synergy scores: CSS=-0.404, Synergy_ZIP=0.889, Synergy_Bliss=1.36, Synergy_Loewe=-5.95, Synergy_HSA=-2.02.